From a dataset of Full USPTO retrosynthesis dataset with 1.9M reactions from patents (1976-2016). Predict the reactants needed to synthesize the given product. Given the product [CH3:20][S:21]([C:24]1[CH:29]=[CH:28][C:27]([C:2]2[C:3]3[N:4]([N:8]=[C:9]([NH:11][C:12]4[CH:17]=[CH:16][CH:15]=[CH:14][C:13]=4[O:18][CH3:19])[N:10]=3)[CH:5]=[CH:6][CH:7]=2)=[CH:26][CH:25]=1)(=[O:23])=[O:22], predict the reactants needed to synthesize it. The reactants are: Br[C:2]1[C:3]2[N:4]([N:8]=[C:9]([NH:11][C:12]3[CH:17]=[CH:16][CH:15]=[CH:14][C:13]=3[O:18][CH3:19])[N:10]=2)[CH:5]=[CH:6][CH:7]=1.[CH3:20][S:21]([C:24]1[CH:29]=[CH:28][C:27](B(O)O)=[CH:26][CH:25]=1)(=[O:23])=[O:22].